From a dataset of Catalyst prediction with 721,799 reactions and 888 catalyst types from USPTO. Predict which catalyst facilitates the given reaction. (1) Reactant: [Cl:1][C:2]1[CH:3]=[C:4]2[C:9](=[CH:10][CH:11]=1)[N:8]=[CH:7][C:6]([CH3:12])=[CH:5]2.[N+:13]([O-])([O-:15])=[O:14].[K+].N. Product: [Cl:1][C:2]1[C:3]([N+:13]([O-:15])=[O:14])=[C:4]2[C:9](=[CH:10][CH:11]=1)[N:8]=[CH:7][C:6]([CH3:12])=[CH:5]2. The catalyst class is: 82. (2) Product: [Br:16][C:17](=[CH2:18])[CH2:19][CH:4]1[CH2:5][CH2:6][N:2]([CH3:1])[C:3]1=[O:7]. The catalyst class is: 1. Reactant: [CH3:1][N:2]1[CH2:6][CH2:5][CH2:4][C:3]1=[O:7].C([N-]C(C)C)(C)C.[Li+].[Br:16][C:17]([CH2:19]Br)=[CH2:18].